From a dataset of Catalyst prediction with 721,799 reactions and 888 catalyst types from USPTO. Predict which catalyst facilitates the given reaction. (1) Reactant: [Br:1][C:2]1[CH:10]=[CH:9][C:5]([C:6]([OH:8])=O)=[C:4]([F:11])[CH:3]=1.[NH:12]([C:14]([O:16][C:17]([CH3:20])([CH3:19])[CH3:18])=[O:15])[NH2:13].C1C=NC2N(O)N=NC=2C=1.C(Cl)CCl. Product: [Br:1][C:2]1[CH:10]=[CH:9][C:5]([C:6]([NH:13][NH:12][C:14]([O:16][C:17]([CH3:20])([CH3:19])[CH3:18])=[O:15])=[O:8])=[C:4]([F:11])[CH:3]=1. The catalyst class is: 18. (2) Reactant: [CH3:1][N:2]1[C:8]2[CH:9]=[CH:10][CH:11]=[CH:12][C:7]=2[CH2:6][N:5](C(OC(C)(C)C)=O)[CH2:4][C:3]1=[O:20].[F:21][C:22]([F:27])([F:26])[C:23]([OH:25])=[O:24]. Product: [F:21][C:22]([F:27])([F:26])[C:23]([OH:25])=[O:24].[CH3:1][N:2]1[C:8]2[CH:9]=[CH:10][CH:11]=[CH:12][C:7]=2[CH2:6][NH:5][CH2:4][C:3]1=[O:20]. The catalyst class is: 2. (3) The catalyst class is: 11. Product: [C:1]([NH:4][C:5]1[N:6]=[C:7]2[C:8](=[CH:9][CH:10]=1)[N:11]=[CH:19][C:16]([C:17]#[N:18])=[C:15]2[OH:14])(=[O:3])[CH3:2]. Reactant: [C:1]([NH:4][C:5]1[CH:10]=[CH:9][C:8]([NH2:11])=[CH:7][N:6]=1)(=[O:3])[CH3:2].C([O:14][C:15](=O)[C:16](=[CH:19]OCC)[C:17]#[N:18])C. (4) Reactant: C([O:8][C:9]1[C:34]([O:35][CH3:36])=[CH:33][C:12]2[C:13]3[N:18]([CH:19]([C:21]([CH3:26])([CH3:25])[CH2:22][O:23][CH3:24])[CH2:20][C:11]=2[CH:10]=1)[CH:17]=[C:16]([C:27]([O:29][CH2:30][CH3:31])=[O:28])[C:15](=[O:32])[CH:14]=3)C1C=CC=CC=1.[H][H]. Product: [OH:8][C:9]1[C:34]([O:35][CH3:36])=[CH:33][C:12]2[C:13]3[N:18]([CH:19]([C:21]([CH3:25])([CH3:26])[CH2:22][O:23][CH3:24])[CH2:20][C:11]=2[CH:10]=1)[CH:17]=[C:16]([C:27]([O:29][CH2:30][CH3:31])=[O:28])[C:15](=[O:32])[CH:14]=3. The catalyst class is: 63. (5) Reactant: [Br:1][C:2]1[C:3]([CH3:12])=[C:4]([N+:9]([O-])=O)[C:5]([OH:8])=[N:6][CH:7]=1.[Sn](Cl)Cl. Product: [NH2:9][C:4]1[C:5]([OH:8])=[N:6][CH:7]=[C:2]([Br:1])[C:3]=1[CH3:12]. The catalyst class is: 8. (6) Product: [CH3:27][CH:26]([CH3:28])[C@H:25]([NH:29][C:30](=[O:33])[O:31][CH3:32])[C:24](=[O:34])[N:20]1[CH2:21][CH2:22][CH2:23][C@H:19]1[C:17]1[NH:18][C:14]2[CH:13]=[C:12]([C:7]3[CH:6]=[N:5][C:4]4[C:9](=[CH:10][CH:11]=[C:2]([B:40]5[O:41][C:42]([CH3:44])([CH3:43])[C:38]([CH3:54])([CH3:37])[O:39]5)[CH:3]=4)[N:8]=3)[CH:36]=[CH:35][C:15]=2[N:16]=1.[BH:40]([OH:41])[OH:39]. The catalyst class is: 12. Reactant: Br[C:2]1[CH:3]=[C:4]2[C:9](=[CH:10][CH:11]=1)[N:8]=[C:7]([C:12]1[CH:36]=[CH:35][C:15]3[NH:16][C:17]([C@@H:19]4[CH2:23][CH2:22][CH2:21][N:20]4[C:24](=[O:34])[C@@H:25]([NH:29][C:30](=[O:33])[O:31][CH3:32])[CH:26]([CH3:28])[CH3:27])=[N:18][C:14]=3[CH:13]=1)[CH:6]=[N:5]2.[CH3:37][C:38]1([CH3:54])[C:42]([CH3:44])([CH3:43])[O:41][B:40]([B:40]2[O:41][C:42]([CH3:44])([CH3:43])[C:38]([CH3:54])([CH3:37])[O:39]2)[O:39]1.C([O-])(=O)C.[K+]. (7) Reactant: [CH2:1]([NH2:5])[CH2:2][CH2:3][CH3:4].[N:6]([C:9]1[CH:10]=[CH:11][C:12]([O:15][C:16](=[O:25])[N:17]([CH3:24])[C:18]2[CH:23]=[CH:22][CH:21]=[CH:20][CH:19]=2)=[N:13][CH:14]=1)=[C:7]=[S:8]. Product: [CH2:1]([NH:5][C:7](=[S:8])[NH:6][C:9]1[CH:10]=[CH:11][C:12]([O:15][C:16](=[O:25])[N:17]([CH3:24])[C:18]2[CH:23]=[CH:22][CH:21]=[CH:20][CH:19]=2)=[N:13][CH:14]=1)[CH2:2][CH2:3][CH3:4]. The catalyst class is: 4.